This data is from Peptide-MHC class II binding affinity with 134,281 pairs from IEDB. The task is: Regression. Given a peptide amino acid sequence and an MHC pseudo amino acid sequence, predict their binding affinity value. This is MHC class II binding data. The peptide sequence is ATPPPPPPPQLGASP. The MHC is DRB1_1201 with pseudo-sequence DRB1_1201. The binding affinity (normalized) is 0.